Dataset: Forward reaction prediction with 1.9M reactions from USPTO patents (1976-2016). Task: Predict the product of the given reaction. (1) The product is: [Cl:1][C:2]1[CH:7]=[C:6]([O:8][C:9]2[C:10]3[N:17]([CH3:18])[CH:16]=[CH:15][C:11]=3[N:12]=[CH:13][N:14]=2)[CH:5]=[CH:4][C:3]=1[NH:19][C:20]([NH:22][C:23]1[CH:32]=[C:31]2[C:26]([CH2:27][CH2:28][NH:29][CH2:30]2)=[CH:25][CH:24]=1)=[O:21]. Given the reactants [Cl:1][C:2]1[CH:7]=[C:6]([O:8][C:9]2[C:10]3[N:17]([CH3:18])[CH:16]=[CH:15][C:11]=3[N:12]=[CH:13][N:14]=2)[CH:5]=[CH:4][C:3]=1[NH:19][C:20]([NH:22][C:23]1[CH:32]=[C:31]2[C:26]([CH2:27][CH2:28][N:29](C(=O)C(F)(F)F)[CH2:30]2)=[CH:25][CH:24]=1)=[O:21].[OH-].[K+], predict the reaction product. (2) Given the reactants C(N(CC)C(C)C)(C)C.[CH3:10][Si:11]([CH3:27])([CH3:26])[CH2:12][CH2:13][O:14][CH2:15][N:16]1[C:20]2=[N:21][CH:22]=[CH:23][CH:24]=[C:19]2[CH2:18][C:17]1=[O:25].Br[CH2:29][C:30]1[CH:38]=[CH:37][C:36]([N+:39]([O-:41])=[O:40])=[CH:35][C:31]=1[C:32](Cl)=[O:33], predict the reaction product. The product is: [N+:39]([C:36]1[CH:35]=[C:31]2[C:30]([CH2:29][C:18]3([C:32]2=[O:33])[C:19]2[C:20](=[N:21][CH:22]=[CH:23][CH:24]=2)[N:16]([CH2:15][O:14][CH2:13][CH2:12][Si:11]([CH3:27])([CH3:26])[CH3:10])[C:17]3=[O:25])=[CH:38][CH:37]=1)([O-:41])=[O:40]. (3) Given the reactants [C:1]([O:5][C:6](=[O:30])[NH:7][C:8]1[CH:13]=[CH:12][C:11]([Sn](CCCC)(CCCC)CCCC)=[CH:10][C:9]=1[N+:27]([O-:29])=[O:28])([CH3:4])([CH3:3])[CH3:2].Br[C:32]1[S:33][CH:34]=[CH:35][N:36]=1, predict the reaction product. The product is: [C:1]([O:5][C:6](=[O:30])[NH:7][C:8]1[CH:13]=[CH:12][C:11]([C:32]2[S:33][CH:34]=[CH:35][N:36]=2)=[CH:10][C:9]=1[N+:27]([O-:29])=[O:28])([CH3:2])([CH3:3])[CH3:4]. (4) The product is: [Cl:1][C:2]1[CH:32]=[CH:31][CH:30]=[C:29]([Cl:33])[C:3]=1[C:4]([NH:6][C@H:7]([C:26]([O:28][CH2:35][CH2:34][N:36]([CH2:40][CH3:41])[CH2:37][CH3:38])=[O:27])[CH2:8][C:9]1[CH:14]=[CH:13][C:12]([O:15][CH2:16][CH2:17][CH2:18][NH:19][C:20]2[CH:25]=[CH:24][CH:23]=[CH:22][N:21]=2)=[CH:11][CH:10]=1)=[O:5]. Given the reactants [Cl:1][C:2]1[CH:32]=[CH:31][CH:30]=[C:29]([Cl:33])[C:3]=1[C:4]([NH:6][C@H:7]([C:26]([OH:28])=[O:27])[CH2:8][C:9]1[CH:14]=[CH:13][C:12]([O:15][CH2:16][CH2:17][CH2:18][NH:19][C:20]2[CH:25]=[CH:24][CH:23]=[CH:22][N:21]=2)=[CH:11][CH:10]=1)=[O:5].[CH2:34]([N:36]([CH2:40][CH3:41])[CH2:37][CH2:38]O)[CH3:35].C1C=CC(P(C2C=CC=CC=2)C2C=CC=CC=2)=CC=1, predict the reaction product.